This data is from Peptide-MHC class I binding affinity with 185,985 pairs from IEDB/IMGT. The task is: Regression. Given a peptide amino acid sequence and an MHC pseudo amino acid sequence, predict their binding affinity value. This is MHC class I binding data. (1) The peptide sequence is KVILSEISFH. The MHC is HLA-A03:01 with pseudo-sequence HLA-A03:01. The binding affinity (normalized) is 0.332. (2) The peptide sequence is HWMDATFNI. The MHC is HLA-B51:01 with pseudo-sequence HLA-B51:01. The binding affinity (normalized) is 0.0847.